Predict the reactants needed to synthesize the given product. From a dataset of Full USPTO retrosynthesis dataset with 1.9M reactions from patents (1976-2016). (1) Given the product [OH:17][C:16]1[N:15]=[CH:14][N:13]=[C:12]2[N:8]([C:4]3[C:3]([CH3:18])=[C:2]([CH:7]=[CH:6][CH:5]=3)[C:61]#[N:62])[N:9]=[CH:10][C:11]=12, predict the reactants needed to synthesize it. The reactants are: Br[C:2]1[C:3]([CH3:18])=[C:4]([N:8]2[C:12]3=[N:13][CH:14]=[N:15][C:16]([OH:17])=[C:11]3[CH:10]=[N:9]2)[CH:5]=[CH:6][CH:7]=1.CC1(C)C2C=CC=C(P(C3C=CC=CC=3)C3C=CC=CC=3)C=2OC2C1=CC=CC=2P(C1C=CC=CC=1)C1C=CC=CC=1.[CH3:61][N:62](C=O)C. (2) Given the product [C:1]([N:13]1[CH2:18][CH2:17][CH:16]([C:19]#[N:20])[CH2:15][CH2:14]1)(=[O:12])/[CH:2]=[CH:3]/[CH2:4][CH2:5][CH2:6][CH2:7][CH2:8][CH2:9][CH3:10], predict the reactants needed to synthesize it. The reactants are: [C:1]([OH:12])(=O)/[CH:2]=[CH:3]/[CH2:4][CH2:5][CH2:6][CH2:7][CH2:8][CH2:9][CH3:10].[NH:13]1[CH2:18][CH2:17][CH:16]([C:19]#[N:20])[CH2:15][CH2:14]1. (3) The reactants are: [C:1]1([C:7]2[CH:8]=[C:9]3[C:13](=[CH:14][CH:15]=2)[NH:12][C:11](=[O:16])[CH2:10]3)[CH:6]=[CH:5][CH:4]=[CH:3][CH:2]=1.[CH:17]([C:19]1[NH:23][C:22]2[CH2:24][CH2:25][CH2:26][CH2:27][CH2:28][C:21]=2[C:20]=1[CH2:29][CH2:30][C:31]([OH:33])=[O:32])=O.N1CCCCC1. Given the product [O:16]=[C:11]1[NH:12][C:13]2[C:9](/[C:10]/1=[CH:17]/[C:19]1[NH:23][C:22]3[CH2:24][CH2:25][CH2:26][CH2:27][CH2:28][C:21]=3[C:20]=1[CH2:29][CH2:30][C:31]([OH:33])=[O:32])=[CH:8][C:7]([C:1]1[CH:2]=[CH:3][CH:4]=[CH:5][CH:6]=1)=[CH:15][CH:14]=2, predict the reactants needed to synthesize it. (4) Given the product [CH2:20]([NH:27][C:4]([C:6]1[C:15](=[O:16])[C:14]2[C:9](=[CH:10][CH:11]=[C:12]([O:17][CH2:18][CH3:19])[N:13]=2)[NH:8][CH:7]=1)=[O:5])[C:21]1[CH:26]=[CH:25][CH:24]=[CH:23][CH:22]=1, predict the reactants needed to synthesize it. The reactants are: C(O[C:4]([C:6]1[C:15](=[O:16])[C:14]2[C:9](=[CH:10][CH:11]=[C:12]([O:17][CH2:18][CH3:19])[N:13]=2)[NH:8][CH:7]=1)=[O:5])C.[CH2:20]([NH2:27])[C:21]1[CH:26]=[CH:25][CH:24]=[CH:23][CH:22]=1.O. (5) The reactants are: [NH2:1][C:2]1[C:7]([O:8][CH3:9])=[CH:6][CH:5]=[CH:4][C:3]=1[OH:10].[C:11](N1C=CN=C1)(=[O:13])[CH3:12]. Given the product [OH:10][C:3]1[CH:4]=[CH:5][CH:6]=[C:7]([O:8][CH3:9])[C:2]=1[NH:1][C:11](=[O:13])[CH3:12], predict the reactants needed to synthesize it.